From a dataset of Forward reaction prediction with 1.9M reactions from USPTO patents (1976-2016). Predict the product of the given reaction. Given the reactants [CH2:1]([C:3]1[CH:13]=[CH:12][C:6]([NH:7][CH2:8][CH:9]([CH3:11])[CH3:10])=[CH:5][CH:4]=1)[CH3:2].[Br:14][C:15]1[CH:24]=[CH:23][C:22]([S:25](Cl)(=[O:27])=[O:26])=[CH:21][C:16]=1[C:17]([O:19][CH3:20])=[O:18], predict the reaction product. The product is: [Br:14][C:15]1[CH:24]=[CH:23][C:22]([S:25](=[O:27])(=[O:26])[N:7]([C:6]2[CH:12]=[CH:13][C:3]([CH2:1][CH3:2])=[CH:4][CH:5]=2)[CH2:8][CH:9]([CH3:10])[CH3:11])=[CH:21][C:16]=1[C:17]([O:19][CH3:20])=[O:18].